From a dataset of Catalyst prediction with 721,799 reactions and 888 catalyst types from USPTO. Predict which catalyst facilitates the given reaction. (1) Reactant: [CH:1]1([C:6]2[CH:15]=[C:14]3[C:9]([C:10](=[O:18])[CH2:11][C:12]([CH3:17])([CH3:16])[O:13]3)=[C:8]([O:19][CH3:20])[C:7]=2[CH:21]=[O:22])[CH2:5][CH2:4][CH:3]=[CH:2]1.C1(C2C=C3C(C(=O)CC(C)(C)O3)=C(OC)C=2C=O)CC=CC1.[H][H]. Product: [CH:1]1([C:6]2[CH:15]=[C:14]3[C:9]([C:10](=[O:18])[CH2:11][C:12]([CH3:17])([CH3:16])[O:13]3)=[C:8]([O:19][CH3:20])[C:7]=2[CH:21]=[O:22])[CH2:2][CH2:3][CH2:4][CH2:5]1. The catalyst class is: 78. (2) Reactant: [CH:1]1([C:7]2[C:15]3[C:10](=[CH:11][C:12]([C:16]([OH:18])=[O:17])=[CH:13][CH:14]=3)[N:9]([CH2:19][C:20]3[CH:25]=[CH:24]N=[CH:22][CH:21]=3)[C:8]=2[C:26]2[CH:27]=[C:28]3[C:33](=[CH:34][CH:35]=2)[N:32]=[C:31]([C:36]2[S:40][C:39]([CH3:41])=[N:38][C:37]=2[CH3:42])[CH:30]=[CH:29]3)[CH2:6][CH2:5][CH2:4][CH2:3][CH2:2]1.C[O:44][C:45]([C:47]1C=C2C(C(C3CCCCC3)=C(C3C=C4C(=CC=3)N=C(C3SC(C)=NC=3C)C=C4)N2)=CC=1)=[O:46].[H-].[Na+].BrCC1C=CC(C(O)=O)=CC=1. Product: [C:45]([C:47]1[CH:22]=[CH:21][C:20]([CH2:19][N:9]2[C:10]3[C:15](=[CH:14][CH:13]=[C:12]([C:16]([OH:18])=[O:17])[CH:11]=3)[C:7]([CH:1]3[CH2:6][CH2:5][CH2:4][CH2:3][CH2:2]3)=[C:8]2[C:26]2[CH:27]=[C:28]3[C:33](=[CH:34][CH:35]=2)[N:32]=[C:31]([C:36]2[S:40][C:39]([CH3:41])=[N:38][C:37]=2[CH3:42])[CH:30]=[CH:29]3)=[CH:25][CH:24]=1)([OH:46])=[O:44]. The catalyst class is: 3.